The task is: Binary Classification. Given a drug SMILES string, predict its activity (active/inactive) in a high-throughput screening assay against a specified biological target.. This data is from M1 muscarinic receptor agonist screen with 61,833 compounds. (1) The compound is S(=O)(=O)(CCC(=O)N1CC(N(CC1)c1cc(ccc1)C)C)c1cc2CCCN(c2cc1)C(=O)C. The result is 0 (inactive). (2) The molecule is S(CC(=O)N1CCN(CC1)C(=O)c1occc1)c1nc2c(cc1C)cc1OCOc1c2. The result is 0 (inactive). (3) The drug is O(CC(=O)Nc1ccc(N(C)C)cc1)C. The result is 1 (active). (4) The drug is S(=O)(=O)(Cc1oc(C(=O)NCCCN2CCCCCC2)cc1)Cc1c(F)cccc1. The result is 0 (inactive).